Task: Predict the product of the given reaction.. Dataset: Forward reaction prediction with 1.9M reactions from USPTO patents (1976-2016) (1) Given the reactants O=[CH:2][CH2:3][CH2:4][N:5]1[CH:13]=[C:12]2[C:7]([CH:8]=[C:9]([NH:14][C:15]([NH:17][C:18]3[CH:23]=[CH:22][C:21]([O:24][C:25]4[CH:30]=[CH:29][CH:28]=[CH:27][CH:26]=4)=[CH:20][CH:19]=3)=[O:16])[CH:10]=[CH:11]2)=[N:6]1.CC(O)=O.[NH:35]1[CH2:40][CH2:39][CH2:38][CH:37]([CH2:41][OH:42])[CH2:36]1, predict the reaction product. The product is: [OH:42][CH2:41][CH:37]1[CH2:38][CH2:39][CH2:40][N:35]([CH2:2][CH2:3][CH2:4][N:5]2[CH:13]=[C:12]3[C:7]([CH:8]=[C:9]([NH:14][C:15]([NH:17][C:18]4[CH:23]=[CH:22][C:21]([O:24][C:25]5[CH:30]=[CH:29][CH:28]=[CH:27][CH:26]=5)=[CH:20][CH:19]=4)=[O:16])[CH:10]=[CH:11]3)=[N:6]2)[CH2:36]1. (2) Given the reactants [F:1][C:2]([F:20])([F:19])[C:3]1[CH:4]=[C:5]([C:9]2[CH:17]=[CH:16][CH:15]=[C:14]3[C:10]=2[CH2:11][C:12](=[O:18])[NH:13]3)[CH:6]=[CH:7][CH:8]=1.[N:21]1([CH2:26][CH2:27][NH:28][C:29]([C:31]2[C:35]([CH3:36])=[C:34]([CH:37]=O)[NH:33][C:32]=2[CH3:39])=[O:30])[CH:25]=[CH:24][N:23]=[N:22]1, predict the reaction product. The product is: [N:21]1([CH2:26][CH2:27][NH:28][C:29]([C:31]2[C:35]([CH3:36])=[C:34]([CH:37]=[C:11]3[C:10]4[C:14](=[CH:15][CH:16]=[CH:17][C:9]=4[C:5]4[CH:6]=[CH:7][CH:8]=[C:3]([C:2]([F:1])([F:19])[F:20])[CH:4]=4)[NH:13][C:12]3=[O:18])[NH:33][C:32]=2[CH3:39])=[O:30])[CH:25]=[CH:24][N:23]=[N:22]1. (3) Given the reactants [CH3:1][C:2]1([CH3:18])[CH2:6][CH:5]2[CH:7]([CH2:16][OH:17])[C:8]([N+:13]([O-:15])=[O:14])=[C:9]([CH3:12])[C:10]([CH3:11])=[C:4]2[O:3]1.C(N(CC)CC)C.[CH3:26][S:27](Cl)(=[O:29])=[O:28], predict the reaction product. The product is: [CH3:26][S:27]([O:17][CH2:16][CH:7]1[CH:5]2[CH2:6][C:2]([CH3:18])([CH3:1])[O:3][C:4]2=[C:10]([CH3:11])[C:9]([CH3:12])=[C:8]1[N+:13]([O-:15])=[O:14])(=[O:29])=[O:28]. (4) Given the reactants Br[C:2]1[CH:10]=[CH:9][CH:8]=[C:7]2[C:3]=1[CH2:4][CH2:5][CH:6]2[N:11]([C:26](=[O:31])[C:27]([F:30])([F:29])[F:28])[C:12]1[CH:25]=[CH:24][C:15]2[C@H:16]([CH2:19][C:20]([O:22][CH3:23])=[O:21])[CH2:17][O:18][C:14]=2[CH:13]=1.[CH3:32][C:33]1[CH:38]=[C:37]([O:39][CH2:40][CH2:41][CH2:42][S:43][CH3:44])[CH:36]=[C:35]([CH3:45])[C:34]=1B(O)O.C(=O)([O-])[O-].[Na+].[Na+].C1(P(C2CCCCC2)C2C=CC=CC=2C2C(OC)=CC=CC=2OC)CCCCC1, predict the reaction product. The product is: [CH3:32][C:33]1[CH:38]=[C:37]([O:39][CH2:40][CH2:41][CH2:42][S:43][CH3:44])[CH:36]=[C:35]([CH3:45])[C:34]=1[C:2]1[CH:10]=[CH:9][CH:8]=[C:7]2[C:3]=1[CH2:4][CH2:5][CH:6]2[N:11]([C:26](=[O:31])[C:27]([F:30])([F:28])[F:29])[C:12]1[CH:25]=[CH:24][C:15]2[C@H:16]([CH2:19][C:20]([O:22][CH3:23])=[O:21])[CH2:17][O:18][C:14]=2[CH:13]=1. (5) Given the reactants Cl[C:2]1[N:7]=[C:6]([C:8]2[CH:17]=[CH:16][C:15]3[C:10](=[CH:11][CH:12]=[CH:13][CH:14]=3)[CH:9]=2)[CH:5]=[CH:4][N:3]=1.[C:18]([OH:27])(=[O:26])[C:19]1[C:20](=[CH:22][CH:23]=[CH:24][CH:25]=1)[NH2:21].Cl.[OH-].[K+], predict the reaction product. The product is: [CH:9]1[C:10]2[C:15](=[CH:14][CH:13]=[CH:12][CH:11]=2)[CH:16]=[CH:17][C:8]=1[C:6]1[CH:5]=[CH:4][N:3]=[C:2]([NH:21][C:20]2[CH:22]=[CH:23][CH:24]=[CH:25][C:19]=2[C:18]([OH:27])=[O:26])[N:7]=1. (6) The product is: [C:8]([NH:12][C:13]1[N:3]2[CH:4]=[CH:5][CH:6]=[N:7][C:2]2=[N:1][C:20]=1[C:16]1[CH:15]=[N:14][CH:19]=[CH:18][CH:17]=1)([CH3:11])([CH3:10])[CH3:9]. Given the reactants [NH2:1][C:2]1[N:7]=[CH:6][CH:5]=[CH:4][N:3]=1.[C:8]([N+:12]#[C-:13])([CH3:11])([CH3:10])[CH3:9].[N:14]1[CH:19]=[CH:18][CH:17]=[C:16]([CH:20]=O)[CH:15]=1, predict the reaction product.